From a dataset of Reaction yield outcomes from USPTO patents with 853,638 reactions. Predict the reaction yield, written as a fraction of the theoretical maximum amount of product (1.0 means a 100% yield; for example, 0.34 means a 34% yield). The reactants are [Cl:1][C:2]1[CH:7]=[C:6]([N+:8]([O-:10])=[O:9])[CH:5]=[C:4]([N+]([O-])=O)[CH:3]=1.[OH:14][C:15]1[CH:20]=[CH:19][C:18]([NH:21][C:22](=[O:24])[CH3:23])=[CH:17][CH:16]=1.C([O-])([O-])=O.[K+].[K+]. The product is [Cl:1][C:2]1[CH:3]=[C:4]([CH:5]=[C:6]([N+:8]([O-:10])=[O:9])[CH:7]=1)[O:14][C:15]1[CH:16]=[CH:17][C:18]([NH:21][C:22](=[O:24])[CH3:23])=[CH:19][CH:20]=1. The yield is 0.920. The catalyst is CN(C=O)C.O.